Dataset: Forward reaction prediction with 1.9M reactions from USPTO patents (1976-2016). Task: Predict the product of the given reaction. (1) Given the reactants [Cl:1][C:2]1[C:3]([CH3:18])=[N:4][O:5][C:6]=1[NH:7][S:8]([C:11]1[CH:15]=[CH:14][S:13][C:12]=1[CH:16]=O)(=[O:10])=[O:9].ClCCl.B(F)(F)F.CCOCC.[CH2:31]([SH:35])[CH2:32][CH2:33][SH:34], predict the reaction product. The product is: [Cl:1][C:2]1[C:3]([CH3:18])=[N:4][O:5][C:6]=1[NH:7][S:8]([C:11]1[CH:15]=[CH:14][S:13][C:12]=1[CH:16]1[S:35][CH2:31][CH2:32][CH2:33][S:34]1)(=[O:10])=[O:9]. (2) Given the reactants [NH2:1][CH2:2][CH2:3][N:4]([C@@H:9]([C:13]1[N:22]([CH2:23][C:24]2[CH:29]=[CH:28][CH:27]=[CH:26][CH:25]=2)[C:21](=[O:30])[C:20]2[C:15](=[CH:16][C:17]([Cl:31])=[CH:18][CH:19]=2)[N:14]=1)[CH:10]([CH3:12])[CH3:11])[C:5](=[O:8])[CH:6]=[CH2:7].C(OC(=O)NCCN(C(=O)C=C)[C@@H](C1N(CC2C=CC=CC=2)C(=O)C2C(=CC(Cl)=CC=2)N=1)C(C)C)(C)(C)C.C(O)(C(F)(F)F)=O, predict the reaction product. The product is: [CH2:23]([N:22]1[C:21](=[O:30])[C:20]2[C:15](=[CH:16][C:17]([Cl:31])=[CH:18][CH:19]=2)[N:14]=[C:13]1[C@H:9]([N:4]1[C:5](=[O:8])[CH2:6][CH2:7][NH:1][CH2:2][CH2:3]1)[CH:10]([CH3:12])[CH3:11])[C:24]1[CH:25]=[CH:26][CH:27]=[CH:28][CH:29]=1.